This data is from Full USPTO retrosynthesis dataset with 1.9M reactions from patents (1976-2016). The task is: Predict the reactants needed to synthesize the given product. (1) Given the product [CH3:1][C:2]1([CH3:10])[O:7][C:6](=[O:8])[CH:5]([C:33]([C:30]2[CH:31]=[CH:32][C:26]3[O:25][C:24]([CH3:23])=[CH:28][C:27]=3[CH:29]=2)=[O:34])[C:4](=[O:9])[O:3]1, predict the reactants needed to synthesize it. The reactants are: [CH3:1][C:2]1([CH3:10])[O:7][C:6](=[O:8])[CH2:5][C:4](=[O:9])[O:3]1.CCN=C=NCCCN(C)C.Cl.[CH3:23][C:24]1[O:25][C:26]2[CH:32]=[CH:31][C:30]([C:33](O)=[O:34])=[CH:29][C:27]=2[CH:28]=1. (2) Given the product [O:13]=[S:12]1(=[O:14])[C:5]2[CH:4]=[CH:3][C:2]([C:20]3[C:19]4[C:23](=[CH:24][C:16]([F:15])=[CH:17][CH:18]=4)[N:22]([C:25]([O:27][C:28]([CH3:31])([CH3:30])[CH3:29])=[O:26])[CH:21]=3)=[CH:7][C:6]=2[C:8]2([CH2:10][CH2:9]2)[NH:11]1, predict the reactants needed to synthesize it. The reactants are: Br[C:2]1[CH:3]=[CH:4][C:5]2[S:12](=[O:14])(=[O:13])[NH:11][C:8]3([CH2:10][CH2:9]3)[C:6]=2[CH:7]=1.[F:15][C:16]1[CH:24]=[C:23]2[C:19]([C:20](B3OC(C)(C)C(C)(C)O3)=[CH:21][N:22]2[C:25]([O:27][C:28]([CH3:31])([CH3:30])[CH3:29])=[O:26])=[CH:18][CH:17]=1.[O-]P([O-])([O-])=O.[K+].[K+].[K+].